Task: Predict the reactants needed to synthesize the given product.. Dataset: Full USPTO retrosynthesis dataset with 1.9M reactions from patents (1976-2016) (1) Given the product [C:11]([N:40]1[CH2:41][CH2:42][N:37]([C:33]2[CH:34]=[CH:35][CH:36]=[C:31]([CH2:30][S:27]([CH:26]=[C:24]3[CH2:23][N:22]([CH:21]([C:18]4[CH:17]=[CH:16][C:15]([Cl:14])=[CH:20][CH:19]=4)[C:43]4[CH:48]=[CH:47][C:46]([Cl:49])=[CH:45][CH:44]=4)[CH2:25]3)(=[O:28])=[O:29])[CH:32]=2)[CH2:38][CH2:39]1)(=[O:13])[CH3:12], predict the reactants needed to synthesize it. The reactants are: N1C=CC=CC=1.C(O[C:11](=[O:13])[CH3:12])(=O)C.[Cl:14][C:15]1[CH:20]=[CH:19][C:18]([CH:21]([C:43]2[CH:48]=[CH:47][C:46]([Cl:49])=[CH:45][CH:44]=2)[N:22]2[CH2:25][C:24](=[CH:26][S:27]([CH2:30][C:31]3[CH:32]=[C:33]([N:37]4[CH2:42][CH2:41][NH:40][CH2:39][CH2:38]4)[CH:34]=[CH:35][CH:36]=3)(=[O:29])=[O:28])[CH2:23]2)=[CH:17][CH:16]=1. (2) The reactants are: [C:1]1([Mg]Br)[CH:6]=[CH:5][CH:4]=[CH:3][CH:2]=1.[CH3:9][O:10][C:11](=[O:30])[C:12](=[CH:20][C:21]1[C:25]2=[N:26][CH:27]=[CH:28][CH:29]=[C:24]2[NH:23][CH:22]=1)[C:13]([O:15][C:16]([CH3:19])([CH3:18])[CH3:17])=[O:14]. Given the product [CH3:9][O:10][C:11](=[O:30])[CH:12]([CH:20]([C:1]1[CH:6]=[CH:5][CH:4]=[CH:3][CH:2]=1)[C:21]1[C:25]2=[N:26][CH:27]=[CH:28][CH:29]=[C:24]2[NH:23][CH:22]=1)[C:13]([O:15][C:16]([CH3:18])([CH3:19])[CH3:17])=[O:14], predict the reactants needed to synthesize it. (3) Given the product [F:1][C:2]1[CH:3]=[C:4]2[C:8](=[CH:9][C:10]=1[F:11])[C@@H:7]1[O:21][CH2:20][C@H:14]([CH2:15][CH2:16][CH2:17][CH2:18][CH3:19])[CH2:13][C@H:6]1[CH2:5]2, predict the reactants needed to synthesize it. The reactants are: [F:1][C:2]1[CH:3]=[C:4]2[C:8](=[CH:9][C:10]=1[F:11])[CH:7](O)[CH:6]([CH2:13][CH:14]([CH2:20][OH:21])[CH2:15][CH2:16][CH2:17][CH2:18][CH3:19])[CH2:5]2.C1(C)C=CC(S(Cl)(=O)=O)=CC=1.FC1C=C2C(=CC=1F)C1OCC(CCCCC)CC1C2. (4) The reactants are: [NH2:1][C:2]1[CH:3]=[C:4]([CH:25]=[CH:26][C:27]=1[C:28]#[N:29])[C:5]([NH:7][C:8]1[N:9]([CH3:24])[N:10]=[C:11]([C:17]([F:23])([F:22])[C:18]([F:21])([F:20])[F:19])[C:12]=1[C:13]([F:16])([F:15])[F:14])=[O:6].N1C=CC=CC=1.[C:36]([C:38]1[CH:46]=[CH:45][C:41]([C:42](Cl)=[O:43])=[C:40]([CH3:47])[CH:39]=1)#[N:37].C(=O)([O-])O.[Na+]. Given the product [C:36]([C:38]1[CH:46]=[CH:45][C:41]([C:42]([NH:1][C:2]2[CH:3]=[C:4]([CH:25]=[CH:26][C:27]=2[C:28]#[N:29])[C:5]([NH:7][C:8]2[N:9]([CH3:24])[N:10]=[C:11]([C:17]([F:23])([F:22])[C:18]([F:19])([F:20])[F:21])[C:12]=2[C:13]([F:15])([F:14])[F:16])=[O:6])=[O:43])=[C:40]([CH3:47])[CH:39]=1)#[N:37], predict the reactants needed to synthesize it. (5) Given the product [CH3:1][C:2]1([CH3:14])[O:13][C:6]2=[N:7][CH:8]=[C:9]([CH2:11][NH:21][CH:15]3[CH2:20][CH2:19][CH2:18][CH2:17][CH2:16]3)[CH:10]=[C:5]2[CH:4]=[CH:3]1, predict the reactants needed to synthesize it. The reactants are: [CH3:1][C:2]1([CH3:14])[O:13][C:6]2=[N:7][CH:8]=[C:9]([CH:11]=O)[CH:10]=[C:5]2[CH:4]=[CH:3]1.[CH:15]1([NH2:21])[CH2:20][CH2:19][CH2:18][CH2:17][CH2:16]1.[BH3-]C#N.[Na+]. (6) Given the product [CH3:14][N:7]([C:8]1[CH:13]=[CH:12][CH:11]=[CH:10][CH:9]=1)[C:6]1[CH:15]=[CH:16][C:3]([CH2:2][NH:1][C:29]([C:26]2([NH:25][C:23]([C:21]3[CH:20]=[N:19][CH:18]=[N:17][CH:22]=3)=[O:24])[CH2:28][CH2:27]2)=[O:30])=[CH:4][CH:5]=1, predict the reactants needed to synthesize it. The reactants are: [NH2:1][CH2:2][C:3]1[CH:16]=[CH:15][C:6]([N:7]([CH3:14])[C:8]2[CH:13]=[CH:12][CH:11]=[CH:10][CH:9]=2)=[CH:5][CH:4]=1.[N:17]1[CH:22]=[C:21]([C:23]([NH:25][C:26]2([C:29](O)=[O:30])[CH2:28][CH2:27]2)=[O:24])[CH:20]=[N:19][CH:18]=1. (7) Given the product [C:4]([OH:6])(=[O:5])[CH3:3].[NH2:1][C:2]1[CH:10]=[C:9]([C@H:11]([NH:15][C:16]([N:18]2[C:24](=[O:25])[C@@H:23]([CH2:26][C:27]3[CH:32]=[C:31]([Cl:33])[CH:30]=[CH:29][C:28]=3[O:34][CH3:35])[CH2:22][NH:21]/[C:20](=[N:36]\[O:37][CH2:38][CH3:39])/[CH2:19]2)=[O:17])[CH2:12][CH2:13][CH3:14])[CH:8]=[CH:7][C:3]=1[C:4]([OH:6])=[O:5], predict the reactants needed to synthesize it. The reactants are: [NH2:1][C:2]1[CH:10]=[C:9]([C@H:11]([NH:15][C:16]([N:18]2[C:24](=[O:25])[C@@H:23]([CH2:26][C:27]3[CH:32]=[C:31]([Cl:33])[CH:30]=[CH:29][C:28]=3[O:34][CH3:35])[CH2:22][NH:21][C:20](=[N:36][O:37][CH2:38][CH3:39])[CH2:19]2)=[O:17])[CH2:12][CH2:13][CH3:14])[CH:8]=[CH:7][C:3]=1[C:4]([OH:6])=[O:5].C(O)(=O)C.O.C(O)(=O)C.O. (8) Given the product [CH2:22]([O:13][C:10]1[CH:9]=[CH:8][C:7]([C:1]2[CH:2]=[CH:3][CH:4]=[CH:5][CH:6]=2)=[CH:12][CH:11]=1)[CH:21]=[CH2:20], predict the reactants needed to synthesize it. The reactants are: [C:1]1([C:7]2[CH:12]=[CH:11][C:10]([OH:13])=[CH:9][CH:8]=2)[CH:6]=[CH:5][CH:4]=[CH:3][CH:2]=1.C([O-])([O-])=O.[K+].[K+].[CH2:20](Br)[CH:21]=[CH2:22]. (9) Given the product [NH2:9][C:8]1[N:7]=[CH:6][C:5]([C:12]([O:14][CH3:15])=[O:13])=[CH:4][C:3]=1[O:2][CH3:1], predict the reactants needed to synthesize it. The reactants are: [CH3:1][O:2][C:3]1[CH:4]=[C:5]([C:12]([O:14][CH3:15])=[O:13])[CH:6]=[N:7][C:8]=1[N+:9]([O-])=O.C(O)(=O)C. (10) Given the product [CH3:1][O:2][C:3]1[CH:11]=[CH:10][C:9]2[N:8]3[CH2:12][CH2:13][NH:14][CH2:15][C:7]3=[CH:6][C:5]=2[CH:4]=1, predict the reactants needed to synthesize it. The reactants are: [CH3:1][O:2][C:3]1[CH:11]=[CH:10][C:9]2[N:8]3[CH2:12][CH2:13][NH:14][C:15](=O)[C:7]3=[CH:6][C:5]=2[CH:4]=1.[H-].[H-].[H-].[H-].[Li+].[Al+3].